This data is from Forward reaction prediction with 1.9M reactions from USPTO patents (1976-2016). The task is: Predict the product of the given reaction. (1) Given the reactants [CH3:1][O:2][C:3](=[O:25])[CH2:4][C:5]1[CH:6]=[C:7]([C:13]2[CH:18]=[CH:17][C:16]([C:19]([F:22])([F:21])[F:20])=[CH:15][C:14]=2[CH:23]=O)[C:8]([O:11][CH3:12])=[CH:9][CH:10]=1.[NH2:26][C@@H:27]1[C:35]2[C:30](=[CH:31][CH:32]=[CH:33][CH:34]=2)[CH2:29][CH2:28]1, predict the reaction product. The product is: [CH3:1][O:2][C:3](=[O:25])[CH2:4][C:5]1[CH:6]=[C:7]([C:13]2[CH:18]=[CH:17][C:16]([C:19]([F:21])([F:20])[F:22])=[CH:15][C:14]=2[CH2:23][NH:26][C@@H:27]2[C:35]3[C:30](=[CH:31][CH:32]=[CH:33][CH:34]=3)[CH2:29][CH2:28]2)[C:8]([O:11][CH3:12])=[CH:9][CH:10]=1. (2) Given the reactants [Br:1]N1C(=O)CCC1=O.[CH2:9]([O:11][C:12]1[CH:13]=[C:14]([N:18]2[CH2:24][CH2:23][CH2:22][N:21]([C:25]([O:27][C:28]([CH3:31])([CH3:30])[CH3:29])=[O:26])[CH2:20][CH2:19]2)[CH:15]=[N:16][CH:17]=1)[CH3:10], predict the reaction product. The product is: [Br:1][C:17]1[N:16]=[CH:15][C:14]([N:18]2[CH2:24][CH2:23][CH2:22][N:21]([C:25]([O:27][C:28]([CH3:30])([CH3:29])[CH3:31])=[O:26])[CH2:20][CH2:19]2)=[CH:13][C:12]=1[O:11][CH2:9][CH3:10]. (3) Given the reactants [N:1]1[CH:6]=[CH:5][CH:4]=[C:3]([N:7]2[C:15]3[C:10](=[CH:11][C:12]([O:16][C@H:17]([C:21]4[CH:26]=[CH:25][CH:24]=[CH:23][CH:22]=4)[C@H:18]([CH3:20])[NH2:19])=[CH:13][CH:14]=3)[CH:9]=[N:8]2)[CH:2]=1.C(N(CC)CC)C.[O:34]1[CH:38]=[CH:37][CH:36]=[C:35]1[C:39](Cl)=[O:40], predict the reaction product. The product is: [CH3:20][C@H:18]([NH:19][C:39]([C:35]1[O:34][CH:38]=[CH:37][CH:36]=1)=[O:40])[C@@H:17]([C:21]1[CH:22]=[CH:23][CH:24]=[CH:25][CH:26]=1)[O:16][C:12]1[CH:11]=[C:10]2[C:15](=[CH:14][CH:13]=1)[N:7]([C:3]1[CH:2]=[N:1][CH:6]=[CH:5][CH:4]=1)[N:8]=[CH:9]2. (4) Given the reactants Br[C:2]1[C:7](=[O:8])[N:6]2[CH2:9][CH2:10][N:11]([C:12]3[CH:17]=[CH:16][CH:15]=[CH:14][CH:13]=3)[C:5]2=[N:4][CH:3]=1.[CH2:18]([O:25][C:26]1[CH:31]=[CH:30][C:29](B(O)O)=[CH:28][C:27]=1[F:35])[C:19]1[CH:24]=[CH:23][CH:22]=[CH:21][CH:20]=1.[Cl-].[Li+], predict the reaction product. The product is: [CH2:18]([O:25][C:26]1[CH:31]=[CH:30][C:29]([C:2]2[C:7](=[O:8])[N:6]3[CH2:9][CH2:10][N:11]([C:12]4[CH:17]=[CH:16][CH:15]=[CH:14][CH:13]=4)[C:5]3=[N:4][CH:3]=2)=[CH:28][C:27]=1[F:35])[C:19]1[CH:20]=[CH:21][CH:22]=[CH:23][CH:24]=1. (5) Given the reactants [N+](C1C=CC(COC([NH:12][CH2:13][CH2:14][NH:15][C:16]([C:18]2[N:19]=[C:20]([N:23]3[CH2:26][CH:25]([S:27][C:28]4[C@H:29]([CH3:52])[C@@H:30]5[C@@H:47]([C@H:48]([OH:50])[CH3:49])[C:46](=[O:51])[N:31]5[C:32]=4[C:33]([O:35]CC4C=CC([N+]([O-])=O)=CC=4)=[O:34])[CH2:24]3)[S:21][CH:22]=2)=[O:17])=O)=CC=1)([O-])=O, predict the reaction product. The product is: [NH2:12][CH2:13][CH2:14][NH:15][C:16]([C:18]1[N:19]=[C:20]([N:23]2[CH2:24][CH:25]([S:27][C:28]3[C@H:29]([CH3:52])[C@@H:30]4[C@@H:47]([C@H:48]([OH:50])[CH3:49])[C:46](=[O:51])[N:31]4[C:32]=3[C:33]([OH:35])=[O:34])[CH2:26]2)[S:21][CH:22]=1)=[O:17]. (6) Given the reactants [CH:1](/[S:5]([N:8]1[CH2:13][CH2:12][N:11]([C:14]2[CH:19]=[CH:18][CH:17]=[CH:16][N:15]=2)[CH2:10][CH2:9]1)(=[O:7])=[O:6])=[CH:2]\[C:3]#[CH:4].[NH2:20][OH:21], predict the reaction product. The product is: [OH:21][NH:20][CH:2]([C:3]#[CH:4])[CH2:1][S:5]([N:8]1[CH2:13][CH2:12][N:11]([C:14]2[CH:19]=[CH:18][CH:17]=[CH:16][N:15]=2)[CH2:10][CH2:9]1)(=[O:6])=[O:7]. (7) Given the reactants [NH2:1][C:2]1[CH:7]=[CH:6][CH:5]=[CH:4][N:3]=1.[Br:8][C:9]1[CH:18]=[CH:17][C:12]([C:13](=O)[CH2:14]Br)=[CH:11][CH:10]=1.C(=O)([O-])O.[Na+].C(O)C, predict the reaction product. The product is: [Br:8][C:9]1[CH:18]=[CH:17][C:12]([C:13]2[N:1]=[C:2]3[CH:7]=[CH:6][CH:5]=[CH:4][N:3]3[CH:14]=2)=[CH:11][CH:10]=1.